From a dataset of Peptide-MHC class I binding affinity with 185,985 pairs from IEDB/IMGT. Regression. Given a peptide amino acid sequence and an MHC pseudo amino acid sequence, predict their binding affinity value. This is MHC class I binding data. (1) The peptide sequence is HPRARSMSS. The MHC is HLA-A26:01 with pseudo-sequence HLA-A26:01. The binding affinity (normalized) is 0.0847. (2) The peptide sequence is LVFGIEVVEV. The MHC is HLA-A02:03 with pseudo-sequence HLA-A02:03. The binding affinity (normalized) is 0.808. (3) The peptide sequence is TLPELNLSL. The MHC is HLA-A02:03 with pseudo-sequence HLA-A02:03. The binding affinity (normalized) is 0.712.